From a dataset of NCI-60 drug combinations with 297,098 pairs across 59 cell lines. Regression. Given two drug SMILES strings and cell line genomic features, predict the synergy score measuring deviation from expected non-interaction effect. (1) Drug 1: C1CCC(C(C1)N)N.C(=O)(C(=O)[O-])[O-].[Pt+4]. Drug 2: CC1CCCC2(C(O2)CC(NC(=O)CC(C(C(=O)C(C1O)C)(C)C)O)C(=CC3=CSC(=N3)C)C)C. Cell line: U251. Synergy scores: CSS=37.9, Synergy_ZIP=0.102, Synergy_Bliss=-1.53, Synergy_Loewe=-15.1, Synergy_HSA=-3.81. (2) Drug 1: CC1=C(C(=O)C2=C(C1=O)N3CC4C(C3(C2COC(=O)N)OC)N4)N. Drug 2: C1CNP(=O)(OC1)N(CCCl)CCCl. Cell line: A498. Synergy scores: CSS=19.5, Synergy_ZIP=-7.07, Synergy_Bliss=-0.262, Synergy_Loewe=-30.2, Synergy_HSA=-1.31.